From a dataset of Forward reaction prediction with 1.9M reactions from USPTO patents (1976-2016). Predict the product of the given reaction. (1) The product is: [O:1]=[C:2]1[C:11]2[CH:12]=[CH:13][S:14][C:10]=2[C:9]2[C:4](=[C:5]([C:15]([OH:17])=[O:16])[CH:6]=[CH:7][CH:8]=2)[NH:3]1. Given the reactants [O:1]=[C:2]1[C:11]2[CH:12]=[CH:13][S:14][C:10]=2[C:9]2[C:4](=[C:5]([C:15]([O:17]C)=[O:16])[CH:6]=[CH:7][CH:8]=2)[NH:3]1.C(O)C.[OH-].[Na+].Cl, predict the reaction product. (2) Given the reactants [OH:1][CH:2]1[CH:7]([C:8]2[CH:13]=[CH:12][C:11]([O:14][CH2:15][CH2:16][CH2:17][O:18][C:19]3[CH:24]=[CH:23][CH:22]=[CH:21][C:20]=3[CH3:25])=[CH:10][CH:9]=2)[CH2:6][CH2:5][N:4]([C:26]([O:28][C:29]([CH3:32])([CH3:31])[CH3:30])=[O:27])[CH2:3]1.Cl[CH2:34][C:35]1[CH:36]=[CH:37][C:38]2[O:43][CH2:42][C:41](=[O:44])[N:40]([CH2:45][CH2:46][CH2:47][O:48][CH3:49])[C:39]=2[CH:50]=1, predict the reaction product. The product is: [CH3:49][O:48][CH2:47][CH2:46][CH2:45][N:40]1[C:39]2[CH:50]=[C:35]([CH2:34][O:1][CH:2]3[CH:7]([C:8]4[CH:9]=[CH:10][C:11]([O:14][CH2:15][CH2:16][CH2:17][O:18][C:19]5[CH:24]=[CH:23][CH:22]=[CH:21][C:20]=5[CH3:25])=[CH:12][CH:13]=4)[CH2:6][CH2:5][N:4]([C:26]([O:28][C:29]([CH3:32])([CH3:31])[CH3:30])=[O:27])[CH2:3]3)[CH:36]=[CH:37][C:38]=2[O:43][CH2:42][C:41]1=[O:44].